Dataset: Buchwald-Hartwig C-N cross coupling reaction yields with 55,370 reactions. Task: Predict the reaction yield, written as a fraction of the theoretical maximum amount of product (1.0 means a 100% yield; for example, 0.34 means a 34% yield). The reactants are CCc1ccc(Cl)cc1.Cc1ccc(N)cc1.O=S(=O)(O[Pd]1c2ccccc2-c2ccccc2N~1)C(F)(F)F.COc1ccc(OC)c(P(C(C)(C)C)C(C)(C)C)c1-c1c(C(C)C)cc(C(C)C)cc1C(C)C.CN1CCCN2CCCN=C12.Cc1cc(-n2cccc2)no1. No catalyst specified. The product is CCc1ccc(Nc2ccc(C)cc2)cc1. The yield is 0.0929.